The task is: Predict the reaction yield, written as a fraction of the theoretical maximum amount of product (1.0 means a 100% yield; for example, 0.34 means a 34% yield).. This data is from Reaction yield outcomes from USPTO patents with 853,638 reactions. (1) The reactants are [N:1]1([C:7]2[CH:15]=[C:14]([O:16][C:17]3[CH:22]=[CH:21][CH:20]=[CH:19][CH:18]=3)[C:10]([C:11]([OH:13])=O)=[CH:9][N:8]=2)[CH2:6][CH2:5][O:4][CH2:3][CH2:2]1.[F:23][C:24]([F:39])([F:38])[C:25]1[CH:26]=[C:27]([CH:31]=[C:32]([C:34]([F:37])([F:36])[F:35])[CH:33]=1)[CH2:28][NH:29][CH3:30].[Cl-].[NH4+]. The catalyst is CN(C1C=CN=CC=1)C.ClCCl.O. The product is [F:23][C:24]([F:38])([F:39])[C:25]1[CH:26]=[C:27]([CH:31]=[C:32]([C:34]([F:37])([F:36])[F:35])[CH:33]=1)[CH2:28][N:29]([CH3:30])[C:11](=[O:13])[C:10]1[C:14]([O:16][C:17]2[CH:18]=[CH:19][CH:20]=[CH:21][CH:22]=2)=[CH:15][C:7]([N:1]2[CH2:2][CH2:3][O:4][CH2:5][CH2:6]2)=[N:8][CH:9]=1. The yield is 0.830. (2) The yield is 0.100. The catalyst is [Cl-].[Na+].O.C([O-])(=O)C.[Pd+2].C([O-])(=O)C.CN(C)C=O. The reactants are Cl[C:2]1[C:11]2[C:6](=[CH:7][CH:8]=[C:9]([C:12]([O:14]C)=[O:13])[CH:10]=2)[N:5]=[C:4]([C:16]([F:19])([F:18])[F:17])[CH:3]=1.C1C=CC(P(C2C(C3C(P(C4C=CC=CC=4)C4C=CC=CC=4)=CC=C4C=3C=CC=C4)=C3C(C=CC=C3)=CC=2)C2C=CC=CC=2)=CC=1.C(=O)([O-])[O-].[Cs+].[Cs+].[NH:72]1[CH2:76][CH2:75][C@H:74]([OH:77])[CH2:73]1. The product is [OH:77][C@H:74]1[CH2:75][CH2:76][N:72]([C:2]2[C:11]3[C:6](=[CH:7][CH:8]=[C:9]([C:12]([OH:14])=[O:13])[CH:10]=3)[N:5]=[C:4]([C:16]([F:19])([F:18])[F:17])[CH:3]=2)[CH2:73]1. (3) The reactants are C(O[C:6]([N:8]1[CH2:13][CH2:12][CH:11]([O:14][C:15]2[C:19]3[CH:20]=[CH:21][CH:22]=[CH:23][C:18]=3[O:17][N:16]=2)[CH2:10][CH2:9]1)=O)(C)(C)C.FC(F)(F)C(O)=O.[O:31]1C[CH:32]1[CH2:34][N:35]1[C:43]2[CH2:42][CH2:41][N:40]([C:44](=[O:46])[CH3:45])[CH2:39][C:38]=2[C:37]([C:47]2[CH:52]=[CH:51][C:50]([C:53]([F:56])([F:55])[F:54])=[CH:49][CH:48]=2)=[N:36]1. The catalyst is C(Cl)Cl. The product is [O:17]1[C:18]2[CH:23]=[CH:22][CH:21]=[CH:20][C:19]=2[C:15]([O:14][CH:11]2[CH2:10][CH2:9][N:8]([CH2:6][CH:32]([OH:31])[CH2:34][N:35]3[C:43]4[CH2:42][CH2:41][N:40]([C:44](=[O:46])[CH3:45])[CH2:39][C:38]=4[C:37]([C:47]4[CH:52]=[CH:51][C:50]([C:53]([F:56])([F:55])[F:54])=[CH:49][CH:48]=4)=[N:36]3)[CH2:13][CH2:12]2)=[N:16]1. The yield is 0.680. (4) The reactants are CC([O-])(C)C.[K+].CC1C=CC(S([CH2:17][N+:18]#[C-])(=O)=O)=CC=1.[CH2:20]([O:27][C:28]1[CH:29]=[C:30]([CH:33]=[CH:34][C:35]=1[O:36][CH3:37])[CH:31]=O)[C:21]1[CH:26]=[CH:25][CH:24]=[CH:23][CH:22]=1.CO. The catalyst is C1COCC1.O. The product is [CH2:20]([O:27][C:28]1[CH:29]=[C:30]([CH2:31][C:17]#[N:18])[CH:33]=[CH:34][C:35]=1[O:36][CH3:37])[C:21]1[CH:26]=[CH:25][CH:24]=[CH:23][CH:22]=1. The yield is 0.480. (5) The reactants are [NH2:1][C@@H:2]([CH2:33][C:34]1[CH:39]=[CH:38][CH:37]=[CH:36][CH:35]=1)[C@@H:3]([OH:32])[CH2:4][C@@H:5]([NH:19][C:20]([C@@H:22]([NH:27][C:28](=[O:31])[O:29][CH3:30])[C:23]([CH3:26])([CH3:25])[CH3:24])=[O:21])[CH2:6][C:7]1[CH:12]=[CH:11][C:10]([C:13]2[CH:18]=[CH:17][CH:16]=[CH:15][N:14]=2)=[CH:9][CH:8]=1.[CH3:40][C:41]([CH3:58])([CH3:57])[C@H:42]([NH:46][C:47](=[O:56])[CH2:48][O:49][C:50]1[CH:55]=[CH:54][CH:53]=[CH:52][CH:51]=1)[C:43](O)=[O:44].CCOP(ON1N=NC2C=CC=CC=2C1=O)(OCC)=O.C(N(CC)C(C)C)(C)C. The catalyst is C1COCC1. The product is [CH3:40][C:41]([CH3:58])([CH3:57])[C@H:42]([NH:46][C:47](=[O:56])[CH2:48][O:49][C:50]1[CH:55]=[CH:54][CH:53]=[CH:52][CH:51]=1)[C:43]([NH:1][C@@H:2]([CH2:33][C:34]1[CH:35]=[CH:36][CH:37]=[CH:38][CH:39]=1)[C@@H:3]([OH:32])[CH2:4][C@@H:5]([NH:19][C:20]([C@@H:22]([NH:27][C:28](=[O:31])[O:29][CH3:30])[C:23]([CH3:26])([CH3:25])[CH3:24])=[O:21])[CH2:6][C:7]1[CH:12]=[CH:11][C:10]([C:13]2[CH:18]=[CH:17][CH:16]=[CH:15][N:14]=2)=[CH:9][CH:8]=1)=[O:44]. The yield is 0.380. (6) The reactants are [SH-].[Na+].[CH3:3][C:4]1([CH3:13])[O:8][N:7]=[C:6]([S:9]([CH3:12])(=O)=O)[CH2:5]1.C(=O)([O-])[O-].[K+].[K+].C(S([O-])=O)O.[Na+].ClC[C:28]1[C:29]([O:38][CH3:39])=[N:30][CH:31]=[N:32][C:33]=1[C:34]([F:37])([F:36])[F:35]. The catalyst is CN(C)C=O.O. The product is [CH3:3][C:4]1([CH3:13])[O:8][N:7]=[C:6]([S:9][CH2:12][C:28]2[C:29]([O:38][CH3:39])=[N:30][CH:31]=[N:32][C:33]=2[C:34]([F:36])([F:37])[F:35])[CH2:5]1. The yield is 0.859. (7) The reactants are Br[C:2]1[CH:7]=[CH:6][C:5]([OH:8])=[C:4]([N+:9]([O-:11])=[O:10])[CH:3]=1.[C:12]([O-:15])([O-])=O.[K+].[K+].C1N2[CH2:24][CH2:25]N(CC2)C1. No catalyst specified. The product is [CH:5]([O:15][C:12]1[CH:25]=[CH:24][C:7]([C:2]2[CH:7]=[CH:6][C:5]([OH:8])=[C:4]([N+:9]([O-:11])=[O:10])[CH:3]=2)=[CH:2][CH:3]=1)([CH3:6])[CH3:4]. The yield is 0.870.